Dataset: Full USPTO retrosynthesis dataset with 1.9M reactions from patents (1976-2016). Task: Predict the reactants needed to synthesize the given product. (1) Given the product [Cl:29][C:26]1[CH:25]=[CH:24][C:23]([C:20]2[N:19]=[N:18][C:17]([NH:15][NH:16][C:58](=[O:59])[CH2:57][O:56][C:50]3[C:49]4[C:54](=[CH:55][C:46]([O:45][CH3:44])=[CH:47][CH:48]=4)[N:53]=[CH:52][CH:51]=3)=[N:22][CH:21]=2)=[CH:28][CH:27]=1, predict the reactants needed to synthesize it. The reactants are: N(C1N=NC(C2C=CC=CC=2)=CN=1)N.[NH:15]([C:17]1[N:18]=[N:19][C:20]([C:23]2[CH:28]=[CH:27][C:26]([Cl:29])=[CH:25][CH:24]=2)=[CH:21][N:22]=1)[NH2:16].N1C2C(=CC(CC(O)=O)=CC=2)C=CC=1.[CH3:44][O:45][C:46]1[CH:55]=[C:54]2[C:49]([C:50]([O:56][CH2:57][C:58](O)=[O:59])=[CH:51][CH:52]=[N:53]2)=[CH:48][CH:47]=1. (2) Given the product [Cl:9][C:6]1[CH:7]=[CH:8][C:3]([CH2:2][NH:1][C:38]([NH:36][C:35]2[C:31]3[NH:30][C:22](=[O:28])[NH:1][C:2]=3[CH:3]=[CH:4][CH:5]=2)=[O:39])=[C:4]([N:10]2[CH2:14][CH2:13][CH:12]([OH:15])[CH2:11]2)[CH:5]=1, predict the reactants needed to synthesize it. The reactants are: [NH2:1][CH2:2][C:3]1[CH:8]=[CH:7][C:6]([Cl:9])=[CH:5][C:4]=1[N:10]1[CH2:14][CH2:13][CH:12]([OH:15])[CH:11]1C=O.ClC(Cl)(O[C:22](=[O:28])OC(Cl)(Cl)Cl)Cl.[N-:30]=[C:31]=O.CO.[CH3:35][N:36]([CH:38]=[O:39])C. (3) Given the product [CH3:1][N:2]1[C:6](=[O:7])[O:5][N:4]=[C:3]1[C:8]1[CH:13]=[CH:12][C:11]([NH:14][NH2:15])=[CH:10][CH:9]=1, predict the reactants needed to synthesize it. The reactants are: [CH3:1][N:2]1[C:6](=[O:7])[O:5][N:4]=[C:3]1[C:8]1[CH:13]=[CH:12][C:11]([NH2:14])=[CH:10][CH:9]=1.[N:15]([O-])=O.[Na+].O.O.[Sn](Cl)(Cl)(Cl)Cl.N. (4) Given the product [Si:1]([O:18][CH2:19][C:20]1[C:25]([N:26]2[CH2:31][C@H:30]([CH3:32])[O:29][C@H:28]([CH3:33])[CH2:27]2)=[C:24]([F:34])[C:23]([F:35])=[C:22]([CH:39]([CH:38]2[CH2:36][CH2:37]2)[OH:42])[CH:21]=1)([C:14]([CH3:16])([CH3:17])[CH3:15])([C:2]1[CH:7]=[CH:6][CH:5]=[CH:4][CH:3]=1)[C:8]1[CH:13]=[CH:12][CH:11]=[CH:10][CH:9]=1, predict the reactants needed to synthesize it. The reactants are: [Si:1]([O:18][CH2:19][C:20]1[C:25]([N:26]2[CH2:31][C@H:30]([CH3:32])[O:29][C@H:28]([CH3:33])[CH2:27]2)=[C:24]([F:34])[C:23]([F:35])=[CH:22][CH:21]=1)([C:14]([CH3:17])([CH3:16])[CH3:15])([C:8]1[CH:13]=[CH:12][CH:11]=[CH:10][CH:9]=1)[C:2]1[CH:7]=[CH:6][CH:5]=[CH:4][CH:3]=1.[CH2:36]1[CH:38]([CH:39]([OH:42])C#N)[CH2:37]1. (5) Given the product [C:1]([O:5][C:6](=[O:46])[N:7]([C:16]1[CH:21]=[CH:20][C:19]([C:22]([C:24]2[C:32]3[C:31]([CH:33]4[CH2:34][CH2:35]4)=[N:30][CH:29]=[N:28][C:27]=3[N:26]([S:36]([C:39]3[CH:44]=[CH:43][CH:42]=[CH:41][CH:40]=3)(=[O:37])=[O:38])[CH:25]=2)=[O:23])=[C:18]([F:45])[N:17]=1)[C:8]1[CH:9]=[N:10][C:11]([O:14][CH3:15])=[CH:12][CH:13]=1)([CH3:4])([CH3:2])[CH3:3], predict the reactants needed to synthesize it. The reactants are: [C:1]([O:5][C:6](=[O:46])[N:7]([C:16]1[CH:21]=[CH:20][C:19]([CH:22]([C:24]2[C:32]3[C:31]([CH:33]4[CH2:35][CH2:34]4)=[N:30][CH:29]=[N:28][C:27]=3[N:26]([S:36]([C:39]3[CH:44]=[CH:43][CH:42]=[CH:41][CH:40]=3)(=[O:38])=[O:37])[CH:25]=2)[OH:23])=[C:18]([F:45])[N:17]=1)[C:8]1[CH:9]=[N:10][C:11]([O:14][CH3:15])=[CH:12][CH:13]=1)([CH3:4])([CH3:3])[CH3:2].CC(OI1(OC(C)=O)(OC(C)=O)OC(=O)C2C=CC=CC1=2)=O. (6) Given the product [NH2:16][C:14]1[S:15][C:3]([C:4]#[N:5])=[C:2]([C:6]2[CH:11]=[CH:10][CH:9]=[CH:8][CH:7]=2)[N:13]=1, predict the reactants needed to synthesize it. The reactants are: O=[C:2]([C:6]1[CH:11]=[CH:10][CH:9]=[C:8](F)[CH:7]=1)[CH2:3][C:4]#[N:5].[NH2:13][C:14]([NH2:16])=[S:15].II. (7) Given the product [F:20][C:11]1[CH:12]=[C:13]([CH:18]=[CH:19][C:10]=1[CH2:9][O:8][C:7]1[CH:21]=[CH:22][C:4]([OH:32])=[CH:5][C:6]=1[F:23])[C:14]([OH:16])=[O:15].[C:31]([O:33][C:4]1[CH:22]=[CH:21][C:7]([O:8][CH2:9][C:10]2[CH:19]=[CH:18][C:13]([C:14]([O:16][CH3:17])=[O:15])=[CH:12][C:11]=2[F:20])=[C:6]([F:23])[CH:5]=1)(=[O:32])[CH3:26], predict the reactants needed to synthesize it. The reactants are: C([C:4]1[CH:22]=[CH:21][C:7]([O:8][CH2:9][C:10]2[CH:19]=[CH:18][C:13]([C:14]([O:16][CH3:17])=[O:15])=[CH:12][C:11]=2[F:20])=[C:6]([F:23])[CH:5]=1)(=O)C.C1C=C(Cl)C=[C:26]([C:31]([O:33]O)=[O:32])C=1. (8) The reactants are: [CH2:10]1[CH2:15][CH2:14][CH:13](N=C=N[CH:10]2[CH2:15][CH2:14][CH2:13][CH2:12][CH2:11]2)[CH2:12][CH2:11]1.C1C=CC2N(O)[N:23]=[N:22][C:20]=2C=1.[C:26]1([CH3:35])[C:27]([C:32]([OH:34])=O)=[CH:28][CH:29]=[CH:30][CH:31]=1.C(O)[C:37]([NH2:42])([CH2:40][OH:41])[CH2:38]O.[N-]=C=[O:46]. Given the product [NH2:42][C@H:37]([CH2:38][CH:10]1[CH2:11][CH2:12][CH2:13][CH2:14][CH2:15]1)[CH:40]([OH:41])[C:20]([NH:22][NH:23][C:32](=[O:34])[C:27]1[CH:28]=[CH:29][CH:30]=[CH:31][C:26]=1[CH3:35])=[O:46], predict the reactants needed to synthesize it. (9) Given the product [F:36][C:37]1[CH:38]=[C:39]([S:44][C:45]2[CH:46]=[C:47]3[C:53]([NH:54][C:18](=[O:20])[C:17]4[CH:21]=[CH:22][C:14]([N:11]5[CH2:10][CH2:9][N:8]([CH3:7])[CH2:13][CH2:12]5)=[CH:15][C:16]=4[N:23]([CH:30]4[CH2:31][CH2:32][O:33][CH2:34][CH2:35]4)[C:24](=[O:29])[C:25]([F:26])([F:27])[F:28])=[N:52][NH:51][C:48]3=[N:49][CH:50]=2)[CH:40]=[C:41]([F:43])[CH:42]=1, predict the reactants needed to synthesize it. The reactants are: C(Cl)(=O)C(Cl)=O.[CH3:7][N:8]1[CH2:13][CH2:12][N:11]([C:14]2[CH:22]=[CH:21][C:17]([C:18]([OH:20])=O)=[C:16]([N:23]([CH:30]3[CH2:35][CH2:34][O:33][CH2:32][CH2:31]3)[C:24](=[O:29])[C:25]([F:28])([F:27])[F:26])[CH:15]=2)[CH2:10][CH2:9]1.[F:36][C:37]1[CH:38]=[C:39]([S:44][C:45]2[CH:46]=[C:47]3[C:53]([NH2:54])=[N:52][NH:51][C:48]3=[N:49][CH:50]=2)[CH:40]=[C:41]([F:43])[CH:42]=1.C(N(C(C)C)C(C)C)C. (10) The reactants are: CS[C:3]1[N:4]([CH2:8][C:9]2([C:15]3[CH:20]=[CH:19][C:18]([O:21][CH2:22][CH2:23][CH2:24][N:25]4[CH2:29][CH2:28][CH2:27][CH2:26]4)=[CH:17][CH:16]=3)[CH2:14][CH2:13][O:12][CH2:11][CH2:10]2)[CH:5]=[CH:6][N:7]=1. Given the product [N:25]1([CH2:24][CH2:23][CH2:22][O:21][C:18]2[CH:19]=[CH:20][C:15]([C:9]3([CH2:8][N:4]4[CH:5]=[CH:6][N:7]=[CH:3]4)[CH2:14][CH2:13][O:12][CH2:11][CH2:10]3)=[CH:16][CH:17]=2)[CH2:26][CH2:27][CH2:28][CH2:29]1, predict the reactants needed to synthesize it.